Task: Predict the reaction yield, written as a fraction of the theoretical maximum amount of product (1.0 means a 100% yield; for example, 0.34 means a 34% yield).. Dataset: Reaction yield outcomes from USPTO patents with 853,638 reactions (1) No catalyst specified. The reactants are CC1(C)[O:7][CH2:6][C:5]([NH:31]C(=O)OC(C)(C)C)([C:8]2[O:9][C:10]3[CH:16]=[CH:15][C:14]([C:17]4[N:21]=[C:20]([C:22]5[CH:27]=[CH:26][C:25]([CH2:28][CH2:29][CH3:30])=[CH:24][CH:23]=5)[O:19][N:18]=4)=[CH:13][C:11]=3[CH:12]=2)[CH2:4][O:3]1.ClC1C=C(C2ON=C(C3C=CC4OC(C5(NC(=O)OC(C)(C)C)COC(C)(C)OC5)=CC=4C=3)N=2)C=CC=1OCCC. The product is [NH2:31][C:5]([C:8]1[O:9][C:10]2[CH:16]=[CH:15][C:14]([C:17]3[N:21]=[C:20]([C:22]4[CH:23]=[CH:24][C:25]([CH2:28][CH2:29][CH3:30])=[CH:26][CH:27]=4)[O:19][N:18]=3)=[CH:13][C:11]=2[CH:12]=1)([CH2:6][OH:7])[CH2:4][OH:3]. The yield is 0.280. (2) The reactants are [CH3:1][CH:2]1[C:11]2[C:6](=[CH:7][CH:8]=[CH:9][CH:10]=2)[CH2:5][CH2:4][C:3]1=O.C([O:16][CH2:17][CH:18]=[CH2:19])(=O)C.C(=O)([O-])[O-].[Cs+].[Cs+].[Cl-].[NH4+]. The catalyst is O1CCCC1.C1C=CC(/C=C/C(/C=C/C2C=CC=CC=2)=O)=CC=1.C1C=CC(/C=C/C(/C=C/C2C=CC=CC=2)=O)=CC=1.C1C=CC(/C=C/C(/C=C/C2C=CC=CC=2)=O)=CC=1.[Pd].[Pd].C(OCC)(=O)C. The product is [CH2:3]([C:2]1([CH3:1])[C:11]2[C:6](=[CH:7][CH:8]=[CH:9][CH:10]=2)[CH2:16][CH2:17][C:18]1=[O:19])[CH:4]=[CH2:5]. The yield is 0.900.